Dataset: Catalyst prediction with 721,799 reactions and 888 catalyst types from USPTO. Task: Predict which catalyst facilitates the given reaction. Reactant: [Cl:1][C:2]1[CH:7]=[CH:6][C:5]([C@H:8]2[CH2:17][CH2:16][N:15]3[C:10]([NH:11][N:12]=[C:13]([CH2:19][N:20]4C(=O)C5C(=CC=CC=5)C4=O)[C:14]3=[O:18])=[N:9]2)=[CH:4][CH:3]=1.NN. Product: [NH2:20][CH2:19][C:13]1[C:14](=[O:18])[N:15]2[CH2:16][CH2:17][C@H:8]([C:5]3[CH:6]=[CH:7][C:2]([Cl:1])=[CH:3][CH:4]=3)[N:9]=[C:10]2[NH:11][N:12]=1. The catalyst class is: 14.